From a dataset of Catalyst prediction with 721,799 reactions and 888 catalyst types from USPTO. Predict which catalyst facilitates the given reaction. (1) Reactant: [CH3:1][O:2][C:3]1[N:8]=[C:7]([O:9][CH3:10])[N:6]=[C:5]([CH:11]2[C:19]3[C:14](=[C:15]([O:20][CH3:21])[CH:16]=[CH:17][CH:18]=3)[NH:13][C:12]2=[O:22])[N:4]=1.CN1C=CN=C1.[F:29][CH:30]([F:35])[S:31](Cl)(=[O:33])=[O:32].O. Product: [F:29][CH:30]([F:35])[S:31]([N:13]1[C:14]2[C:19](=[CH:18][CH:17]=[CH:16][C:15]=2[O:20][CH3:21])[CH:11]([C:5]2[N:4]=[C:3]([O:2][CH3:1])[N:8]=[C:7]([O:9][CH3:10])[N:6]=2)[C:12]1=[O:22])(=[O:33])=[O:32]. The catalyst class is: 4. (2) Reactant: Br.Br[CH2:3][C:4]([C:6]1[CH:11]=[CH:10][CH:9]=[CH:8][N:7]=1)=O.[OH:12][C:13]1[CH:18]=[CH:17][C:16]([NH:19][C:20]([NH2:22])=[S:21])=[CH:15][CH:14]=1.N. Product: [N:7]1[CH:8]=[CH:9][CH:10]=[CH:11][C:6]=1[C:4]1[N:22]=[C:20]([NH:19][C:16]2[CH:17]=[CH:18][C:13]([OH:12])=[CH:14][CH:15]=2)[S:21][CH:3]=1. The catalyst class is: 88. (3) Reactant: [Cl:1][C:2]1[CH:17]=[CH:16][C:5]([O:6][C:7]2[CH:12]=[CH:11][C:10]([CH:13](O)[CH3:14])=[CH:9][CH:8]=2)=[C:4]([N+:18]([O-:20])=[O:19])[CH:3]=1.C1(P([N:35]=[N+:36]=[N-:37])(C2C=CC=CC=2)=O)C=CC=CC=1.O. Product: [N:35]([CH:13]([C:10]1[CH:11]=[CH:12][C:7]([O:6][C:5]2[CH:16]=[CH:17][C:2]([Cl:1])=[CH:3][C:4]=2[N+:18]([O-:20])=[O:19])=[CH:8][CH:9]=1)[CH3:14])=[N+:36]=[N-:37]. The catalyst class is: 11.